Task: Predict the product of the given reaction.. Dataset: Forward reaction prediction with 1.9M reactions from USPTO patents (1976-2016) Given the reactants C([O:4][C:5]([C:7]1[CH:8]=[C:9]2[C:14](=[CH:15][CH:16]=1)[C:13]([O:17][CH:18]([CH3:20])[CH3:19])=[N:12][C:11]([NH:21][C:22]1[CH:26]=[C:25]([CH3:27])[NH:24][N:23]=1)=[CH:10]2)=[O:6])(C)C, predict the reaction product. The product is: [CH:18]([O:17][C:13]1[C:14]2[C:9](=[CH:8][C:7]([C:5]([OH:6])=[O:4])=[CH:16][CH:15]=2)[CH:10]=[C:11]([NH:21][C:22]2[CH:26]=[C:25]([CH3:27])[NH:24][N:23]=2)[N:12]=1)([CH3:20])[CH3:19].